Dataset: Forward reaction prediction with 1.9M reactions from USPTO patents (1976-2016). Task: Predict the product of the given reaction. (1) The product is: [C:21]([C:20]1[CH:23]=[C:16]([C:14]2[S:15][C:11]([C:4]3[C:3]([CH2:1][CH3:2])=[C:8]([CH2:9][N:28]4[CH2:29][CH2:30][CH:31]([C:34]([OH:36])=[O:35])[CH2:32][CH2:33]4)[CH:7]=[CH:6][CH:5]=3)=[CH:12][N:13]=2)[CH:17]=[CH:18][C:19]=1[CH2:24][CH:25]([CH3:27])[CH3:26])#[N:22]. Given the reactants [CH2:1]([C:3]1[C:8]([CH:9]=O)=[CH:7][CH:6]=[CH:5][C:4]=1[C:11]1[S:15][C:14]([C:16]2[CH:17]=[CH:18][C:19]([CH2:24][CH:25]([CH3:27])[CH3:26])=[C:20]([CH:23]=2)[C:21]#[N:22])=[N:13][CH:12]=1)[CH3:2].[NH:28]1[CH2:33][CH2:32][CH:31]([C:34]([O:36]CC)=[O:35])[CH2:30][CH2:29]1.C(O[BH-](OC(=O)C)OC(=O)C)(=O)C.[Na+].C=O, predict the reaction product. (2) Given the reactants [CH:1]([CH:3]1[CH2:8][CH2:7][N:6]([C:9]([O:11][C:12]([CH3:15])([CH3:14])[CH3:13])=[O:10])[CH2:5][CH2:4]1)=[O:2].[CH3:16]C(C)([O-])C.[K+].IC, predict the reaction product. The product is: [CH:1]([C:3]1([CH3:16])[CH2:8][CH2:7][N:6]([C:9]([O:11][C:12]([CH3:15])([CH3:14])[CH3:13])=[O:10])[CH2:5][CH2:4]1)=[O:2]. (3) Given the reactants [Cl:1][C:2]1[N:7]=[CH:6][N:5]=[C:4]([C:8](Cl)=[O:9])[CH:3]=1.[Cl-].[Cl-].[Cl-].[Al+3].[CH3:15][C:16]1[C:24]2[O:23][CH2:22][CH2:21][C:20]=2[CH:19]=[CH:18][CH:17]=1.O, predict the reaction product. The product is: [Cl:1][C:2]1[N:7]=[CH:6][N:5]=[C:4]([C:8]([C:18]2[CH:17]=[C:16]([CH3:15])[C:24]3[O:23][CH2:22][CH2:21][C:20]=3[CH:19]=2)=[O:9])[CH:3]=1. (4) Given the reactants [CH3:1][N:2]([CH2:4][CH:5]1[CH2:10][CH2:9][N:8]([C:11]([NH:13][C:14]2[CH:19]=[C:18]([O:20][C:21]3[CH:26]=[CH:25][C:24]([N+:27]([O-])=O)=[CH:23][C:22]=3[F:30])[CH:17]=[CH:16][N:15]=2)=[O:12])[CH2:7][CH2:6]1)[CH3:3], predict the reaction product. The product is: [NH2:27][C:24]1[CH:25]=[CH:26][C:21]([O:20][C:18]2[CH:17]=[CH:16][N:15]=[C:14]([NH:13][C:11]([N:8]3[CH2:7][CH2:6][CH:5]([CH2:4][N:2]([CH3:3])[CH3:1])[CH2:10][CH2:9]3)=[O:12])[CH:19]=2)=[C:22]([F:30])[CH:23]=1. (5) Given the reactants Cl[C:2]1[N:7]=[C:6]([C:8]2[CH:13]=[CH:12][C:11]([F:14])=[C:10]([F:15])[CH:9]=2)[CH:5]=[C:4]([C:16]([F:19])([F:18])[F:17])[N:3]=1.[I:20][C:21]1[N:22]=[CH:23][NH:24][CH:25]=1, predict the reaction product. The product is: [F:15][C:10]1[CH:9]=[C:8]([C:6]2[CH:5]=[C:4]([C:16]([F:19])([F:18])[F:17])[N:3]=[C:2]([N:24]3[CH:25]=[C:21]([I:20])[N:22]=[CH:23]3)[N:7]=2)[CH:13]=[CH:12][C:11]=1[F:14]. (6) The product is: [CH:22]1([N:19]2[CH2:20][CH2:21][N:16]([C:14](=[O:15])[CH2:13][N:7]3[CH2:8][CH2:9][C:10]4[NH:1][C:2](=[O:11])[CH:3]=[CH:4][C:5]=4[CH2:6]3)[CH2:17][CH2:18]2)[CH2:25][CH2:24][CH2:23]1. Given the reactants [NH:1]1[C:10]2[CH2:9][CH2:8][NH:7][CH2:6][C:5]=2[CH:4]=[CH:3][C:2]1=[O:11].Cl[CH2:13][C:14]([N:16]1[CH2:21][CH2:20][N:19]([CH:22]2[CH2:25][CH2:24][CH2:23]2)[CH2:18][CH2:17]1)=[O:15].C([O-])([O-])=O.[K+].[K+], predict the reaction product. (7) Given the reactants [ClH:1].N[C:3]1[CH:12]=[CH:11][CH:10]=[C:9]2[C:4]=1[CH2:5][CH2:6][C:7](=[O:13])[NH:8]2.N([O-])=O.[Na+].[S:18](=[O:20])=[O:19], predict the reaction product. The product is: [O:13]=[C:7]1[CH2:6][CH2:5][C:4]2[C:3]([S:18]([Cl:1])(=[O:20])=[O:19])=[CH:12][CH:11]=[CH:10][C:9]=2[NH:8]1. (8) Given the reactants [OH-].[K+].[CH3:3]C1C=CC(S(N(N=O)C)(=O)=O)=CC=1.C(O)CO.CCOCC.[NH:26]1[C:30]2[CH:31]=[C:32]([N:35]3[CH:39]([C:40]4[CH:45]=[CH:44][C:43]([N:46]5[CH2:51][CH2:50][O:49][CH2:48][CH2:47]5)=[CH:42][CH:41]=4)[C:38]([CH3:52])=[C:37]([OH:53])[C:36]3=[O:54])[CH:33]=[CH:34][C:29]=2[N:28]=[CH:27]1, predict the reaction product. The product is: [NH:26]1[C:30]2[CH:31]=[C:32]([N:35]3[CH:39]([C:40]4[CH:41]=[CH:42][C:43]([N:46]5[CH2:47][CH2:48][O:49][CH2:50][CH2:51]5)=[CH:44][CH:45]=4)[C:38]([CH3:52])=[C:37]([O:53][CH3:3])[C:36]3=[O:54])[CH:33]=[CH:34][C:29]=2[N:28]=[CH:27]1. (9) The product is: [CH2:1]([NH:3][C:4]([NH:6][C:7]1[CH:12]=[CH:11][C:10]([C:13]2[N:14]=[C:15]([N:22]3[CH2:27][CH2:26][O:25][CH2:24][C@@H:23]3[CH3:28])[C:16]3[CH2:21][N:20]([CH2:29][C:30]([CH3:33])([CH3:32])[CH3:31])[CH2:19][C:17]=3[N:18]=2)=[CH:9][CH:8]=1)=[O:5])[CH3:2]. Given the reactants [CH2:1]([NH:3][C:4]([NH:6][C:7]1[CH:12]=[CH:11][C:10]([C:13]2[N:14]=[C:15]([N:22]3[CH2:27][CH2:26][O:25][CH2:24][C@@H:23]3[CH3:28])[C:16]3[CH2:21][NH:20][CH2:19][C:17]=3[N:18]=2)=[CH:9][CH:8]=1)=[O:5])[CH3:2].[CH3:29][C:30]([CH:33]=O)([CH3:32])[CH3:31], predict the reaction product. (10) The product is: [O:1]1[C:5]2[CH:6]=[CH:7][C:8]([C:10]3[S:11][CH:12]=[C:13]([C:15]([NH:24][C:22]4[S:23][C:19]([CH3:18])=[CH:20][N:21]=4)=[O:17])[N:14]=3)=[CH:9][C:4]=2[CH2:3][CH2:2]1. Given the reactants [O:1]1[C:5]2[CH:6]=[CH:7][C:8]([C:10]3[S:11][CH:12]=[C:13]([C:15]([OH:17])=O)[N:14]=3)=[CH:9][C:4]=2[CH2:3][CH2:2]1.[CH3:18][C:19]1[S:23][C:22]([NH2:24])=[N:21][CH:20]=1.CN(C(ON1N=NC2C=CC=CC1=2)=[N+](C)C)C.F[P-](F)(F)(F)(F)F, predict the reaction product.